Dataset: NCI-60 drug combinations with 297,098 pairs across 59 cell lines. Task: Regression. Given two drug SMILES strings and cell line genomic features, predict the synergy score measuring deviation from expected non-interaction effect. Drug 1: CC1=CC2C(CCC3(C2CCC3(C(=O)C)OC(=O)C)C)C4(C1=CC(=O)CC4)C. Drug 2: CC1C(C(CC(O1)OC2CC(CC3=C2C(=C4C(=C3O)C(=O)C5=C(C4=O)C(=CC=C5)OC)O)(C(=O)CO)O)N)O.Cl. Cell line: NCIH23. Synergy scores: CSS=49.6, Synergy_ZIP=5.83, Synergy_Bliss=7.09, Synergy_Loewe=-27.0, Synergy_HSA=6.24.